Dataset: Full USPTO retrosynthesis dataset with 1.9M reactions from patents (1976-2016). Task: Predict the reactants needed to synthesize the given product. (1) The reactants are: [CH2:1]([O:3][C:4](=[O:28])[N:5]([C:13]1[CH:18]=[C:17]([N:19]2[CH:23]=[CH:22][CH:21]=[N:20]2)[N:16]=[C:15]([NH2:24])[C:14]=1[N+:25]([O-])=O)[CH2:6][C:7]1[CH:12]=[CH:11][CH:10]=[CH:9][CH:8]=1)[CH3:2]. Given the product [CH2:1]([O:3][C:4](=[O:28])[N:5]([CH2:6][C:7]1[CH:8]=[CH:9][CH:10]=[CH:11][CH:12]=1)[C:13]1[CH:18]=[C:17]([N:19]2[CH:23]=[CH:22][CH:21]=[N:20]2)[N:16]=[C:15]([NH2:24])[C:14]=1[NH2:25])[CH3:2], predict the reactants needed to synthesize it. (2) Given the product [CH:17]1([NH:16][C:14]([CH:13]2[C:21](=[O:23])[CH2:20][N:11]([C:9]([O:8][CH2:1][C:2]3[CH:7]=[CH:6][CH:5]=[CH:4][CH:3]=3)=[O:10])[CH2:12]2)=[O:15])[CH2:19][CH2:18]1, predict the reactants needed to synthesize it. The reactants are: [CH2:1]([O:8][C:9]([N:11]([CH2:20][C:21]([O:23]CC)=O)[CH2:12][CH2:13][C:14]([NH:16][CH:17]1[CH2:19][CH2:18]1)=[O:15])=[O:10])[C:2]1[CH:7]=[CH:6][CH:5]=[CH:4][CH:3]=1.CC(C)([O-])C.[K+].